From a dataset of Forward reaction prediction with 1.9M reactions from USPTO patents (1976-2016). Predict the product of the given reaction. (1) Given the reactants [F:1][C:2]1[CH:7]=[CH:6][C:5]([C:8]#[C:9][N:10]2[C:18]3[CH:17]=[CH:16][C:15]([C:19]([O:21]C)=[O:20])=[CH:14][C:13]=3[C:12]3[CH2:23][N:24]([CH3:27])[CH2:25][CH2:26][C:11]2=3)=[CH:4][CH:3]=1.[OH-].[K+], predict the reaction product. The product is: [F:1][C:2]1[CH:7]=[CH:6][C:5]([C:8]#[C:9][N:10]2[C:18]3[CH:17]=[CH:16][C:15]([C:19]([OH:21])=[O:20])=[CH:14][C:13]=3[C:12]3[CH2:23][N:24]([CH3:27])[CH2:25][CH2:26][C:11]2=3)=[CH:4][CH:3]=1. (2) Given the reactants [Br:1][C:2]1[CH:11]=[CH:10][C:5](C(OC)=O)=[C:4]([CH3:12])[CH:3]=1.[Br-].CC[O:16][CH2:17][CH3:18].O1CCC[CH2:20]1, predict the reaction product. The product is: [Br:1][C:2]1[CH:11]=[CH:10][C:5]([C:17]([OH:16])([CH3:18])[CH3:20])=[C:4]([CH3:12])[CH:3]=1. (3) The product is: [CH:67]1([N:66]([CH2:65][C:64]2[CH:70]=[CH:71][CH:72]=[C:73]([O:74][CH3:75])[C:63]=2[O:62][CH3:61])[C:36]([CH:10]2[C@@H:11]([NH:14][C:15](=[O:35])[C:16]3[CH:17]=[CH:18][C:19]([O:22][CH2:23][CH2:24][O:25][C:26]4[C:31]([Cl:32])=[CH:30][C:29]([CH3:33])=[CH:28][C:27]=4[Cl:34])=[CH:20][CH:21]=3)[CH2:12][CH2:13][N:8]([C:6]([O:5][C:1]([CH3:2])([CH3:4])[CH3:3])=[O:7])[CH2:9]2)=[O:37])[CH2:68][CH2:69]1. Given the reactants [C:1]([O:5][C:6]([N:8]1[CH2:13][CH2:12][C@H:11]([NH:14][C:15](=[O:35])[C:16]2[CH:21]=[CH:20][C:19]([O:22][CH2:23][CH2:24][O:25][C:26]3[C:31]([Cl:32])=[CH:30][C:29]([CH3:33])=[CH:28][C:27]=3[Cl:34])=[CH:18][CH:17]=2)[CH:10]([C:36](O)=[O:37])[CH2:9]1)=[O:7])([CH3:4])([CH3:3])[CH3:2].C1C=CC2N(O)N=NC=2C=1.CCN=C=NCCCN(C)C.Cl.[CH3:61][O:62][C:63]1[C:73]([O:74][CH3:75])=[CH:72][CH:71]=[CH:70][C:64]=1[CH2:65][NH:66][CH:67]1[CH2:69][CH2:68]1.CCN(C(C)C)C(C)C, predict the reaction product. (4) Given the reactants O=[CH:2][CH2:3][CH2:4][C@@:5]1([C:20]([O:22][CH3:23])=[O:21])[CH2:9][CH2:8][CH2:7][N:6]1[C:10]([O:12][CH2:13][C:14]1[CH:19]=[CH:18][CH:17]=[CH:16][CH:15]=1)=[O:11].[CH3:24][C:25]([S@@:28]([NH2:30])=[O:29])([CH3:27])[CH3:26], predict the reaction product. The product is: [C:25]([S@@:28](/[N:30]=[CH:2]/[CH2:3][CH2:4][C@@:5]1([C:20]([O:22][CH3:23])=[O:21])[CH2:9][CH2:8][CH2:7][N:6]1[C:10]([O:12][CH2:13][C:14]1[CH:19]=[CH:18][CH:17]=[CH:16][CH:15]=1)=[O:11])=[O:29])([CH3:27])([CH3:26])[CH3:24]. (5) Given the reactants [S:1]1[CH2:7][C:5](=[O:6])[N:4]([CH2:8][C:9]([OH:11])=[O:10])[C:2]1=[S:3].[Cl:12][C:13]1[CH:18]=[CH:17][C:16]([C:19]([F:22])([F:21])[F:20])=[CH:15][C:14]=1[C:23]1[O:27][C:26]([CH:28]=O)=[CH:25][CH:24]=1, predict the reaction product. The product is: [Cl:12][C:13]1[CH:18]=[CH:17][C:16]([C:19]([F:21])([F:22])[F:20])=[CH:15][C:14]=1[C:23]1[O:27][C:26]([CH:28]=[C:7]2[S:1][C:2](=[S:3])[N:4]([CH2:8][C:9]([OH:11])=[O:10])[C:5]2=[O:6])=[CH:25][CH:24]=1. (6) Given the reactants [OH-].[Na+].[F:3][C:4]1[C:5]([C:25]2[CH:30]=[CH:29][C:28]([C:31]3[CH:36]=[CH:35][C:34]([C:37]([O-:39])=[O:38])=[CH:33][CH:32]=3)=[CH:27][CH:26]=2)=[CH:6][C:7]2[N:11]=[C:10]([O:12][C:13]3[CH:18]=[CH:17][C:16]([CH3:19])=[C:15]([C:20]([O:22]C)=[O:21])[CH:14]=3)[NH:9][C:8]=2[CH:24]=1, predict the reaction product. The product is: [C:20]([C:15]1[CH:14]=[C:13]([CH:18]=[CH:17][C:16]=1[CH3:19])[O:12][C:10]1[NH:9][C:8]2[CH:24]=[C:4]([F:3])[C:5]([C:25]3[CH:30]=[CH:29][C:28]([C:31]4[CH:36]=[CH:35][C:34]([C:37]([OH:39])=[O:38])=[CH:33][CH:32]=4)=[CH:27][CH:26]=3)=[CH:6][C:7]=2[N:11]=1)([OH:22])=[O:21]. (7) Given the reactants [NH2:1][C:2]1[CH:7]=[CH:6][C:5]([N:8]2[CH2:13][CH2:12][N:11]([CH3:14])[CH2:10][CH2:9]2)=[CH:4][CH:3]=1.C1(P(C2CCCCC2)C2C=CC=CC=2C2C(C(C)C)=CC(C(C)C)=CC=2C(C)C)CCCCC1.CC(C)([O-])C.[Na+].I[C:56]1[N:72]=[C:59]2[CH:60]=[CH:61][CH:62]=[C:63]([C:64]3[CH:69]=[CH:68][C:67]([O:70][CH3:71])=[CH:66][CH:65]=3)[N:58]2[N:57]=1.N#N.C(O)(=O)C, predict the reaction product. The product is: [CH3:71][O:70][C:67]1[CH:66]=[CH:65][C:64]([C:63]2[N:58]3[N:57]=[C:56]([NH:1][C:2]4[CH:3]=[CH:4][C:5]([N:8]5[CH2:9][CH2:10][N:11]([CH3:14])[CH2:12][CH2:13]5)=[CH:6][CH:7]=4)[N:72]=[C:59]3[CH:60]=[CH:61][CH:62]=2)=[CH:69][CH:68]=1. (8) The product is: [S:1]([OH:5])([OH:4])(=[O:3])=[O:2].[NH:6]([C:8]([CH2:10][CH2:11][N:12]([CH3:32])[CH2:13][C@H:14]1[O:18][C@@H:17]([N:19]2[C:28]3[N:27]=[CH:26][N:25]=[C:23]([NH2:24])[C:22]=3[N:21]=[CH:20]2)[C@H:16]([OH:30])[C@@H:15]1[OH:31])=[O:9])[NH2:7]. Given the reactants [S:1]([OH:5])([OH:4])(=[O:3])=[O:2].[NH:6]([C:8]([CH2:10][CH2:11][N:12]([CH3:32])[CH2:13][C@H:14]1[O:18][C@@H:17]([N:19]2[C:28]3[N:27]=[CH:26][N:25]=[C:23]([NH2:24])[C:22]=3[N:21]=[C:20]2C)[C@H:16]([OH:30])[C@@H:15]1[OH:31])=[O:9])[NH2:7].C(CCN(C)C[C@H]1O[C@@H](N2C3N=CN=C(N)C=3N=C2)[C@H](O)[C@@H]1O)(OCC)=O.O.NN, predict the reaction product.